This data is from Catalyst prediction with 721,799 reactions and 888 catalyst types from USPTO. The task is: Predict which catalyst facilitates the given reaction. (1) Reactant: C[O:2][C:3]([CH:5]1[N:9](C(OC(C)(C)C)=O)[CH2:8][CH:7]([N:17]2[CH2:21][CH2:20][CH2:19][CH2:18]2)[CH2:6]1)=O.[H-].[Al+3].[Li+].[H-].[H-].[H-].[ClH:28]. Product: [ClH:28].[ClH:28].[N:17]1([C@H:7]2[CH2:6][C@@H:5]([CH2:3][OH:2])[NH:9][CH2:8]2)[CH2:18][CH2:19][CH2:20][CH2:21]1. The catalyst class is: 12. (2) Reactant: [CH3:1][C:2]([O:5][C:6]([NH:8][C:9]1[CH:17]=[CH:16][C:15]([I:18])=[CH:14][C:10]=1[C:11]([OH:13])=O)=[O:7])([CH3:4])[CH3:3].[CH3:19][Mg]Br. Product: [C:11]([C:10]1[CH:14]=[C:15]([I:18])[CH:16]=[CH:17][C:9]=1[NH:8][C:6](=[O:7])[O:5][C:2]([CH3:1])([CH3:3])[CH3:4])(=[O:13])[CH3:19]. The catalyst class is: 116. (3) Reactant: [Cl:1][C:2]1[CH:25]=[C:24]([NH:26][C:27]2[CH:32]=[CH:31][C:30]([F:33])=[CH:29][C:28]=2[F:34])[CH:23]=[CH:22][C:3]=1[C:4]([C:6]1[CH:7]=[C:8]([C:13]2[N:14]=[N:15][N:16]([CH2:18][C:19](O)=[O:20])[CH:17]=2)[CH:9]=[CH:10][C:11]=1[CH3:12])=[O:5].Cl.[CH2:36]([NH2:38])[CH3:37].C1C=CC(P(OC2C(F)=C(F)C(F)=C(F)C=2F)(C2C=CC=CC=2)=O)=CC=1.CCN(C(C)C)C(C)C. Product: [Cl:1][C:2]1[CH:25]=[C:24]([NH:26][C:27]2[CH:32]=[CH:31][C:30]([F:33])=[CH:29][C:28]=2[F:34])[CH:23]=[CH:22][C:3]=1[C:4]([C:6]1[CH:7]=[C:8]([C:13]2[N:14]=[N:15][N:16]([CH2:18][C:19]([NH:38][CH2:36][CH3:37])=[O:20])[CH:17]=2)[CH:9]=[CH:10][C:11]=1[CH3:12])=[O:5]. The catalyst class is: 3. (4) Reactant: Cl.Cl.[NH2:3][CH2:4][C@@:5]1([OH:13])[CH:10]2[CH2:11][CH2:12][N:7]([CH2:8][CH2:9]2)[CH2:6]1.C([O-])([O-])=O.[Cs+].[Cs+].[Br:20][C:21]1[CH:30]=[C:29]2[C:24]([CH:25]=[C:26]([N:31]=[C:32]=S)[N:27]=[CH:28]2)=[CH:23][CH:22]=1.C(N=C=NC(C)C)(C)C. Product: [Br:20][C:21]1[CH:30]=[C:29]2[C:24]([CH:25]=[C:26]([NH:31][C:32]3[O:13][C@:5]4([CH2:4][N:3]=3)[CH:10]3[CH2:9][CH2:8][N:7]([CH2:12][CH2:11]3)[CH2:6]4)[N:27]=[CH:28]2)=[CH:23][CH:22]=1. The catalyst class is: 9.